From a dataset of Forward reaction prediction with 1.9M reactions from USPTO patents (1976-2016). Predict the product of the given reaction. (1) Given the reactants C([N:8]1[CH:16]=[C:15]2[C:10]([CH:11]=[C:12]([C:17]3[CH:18]=[C:19]([CH:27]4[O:32][CH2:31][CH2:30][N:29](CC5C=CC=CC=5)[CH2:28]4)[N:20]4[C:25]=3[C:24]([NH2:26])=[N:23][CH:22]=[N:21]4)[CH:13]=[CH:14]2)=[N:9]1)C1C=CC=CC=1, predict the reaction product. The product is: [N:9]1[NH:8][CH:16]=[C:15]2[C:10]=1[CH:11]=[C:12]([C:17]1[CH:18]=[C:19]([CH:27]3[O:32][CH2:31][CH2:30][NH:29][CH2:28]3)[N:20]3[C:25]=1[C:24]([NH2:26])=[N:23][CH:22]=[N:21]3)[CH:13]=[CH:14]2. (2) Given the reactants [I:1][C:2]1[CH:7]=[CH:6][N:5]=[C:4]([N:8]2[C:16]3[CH:15]4[CH2:17][CH:13]([CH2:14]4)[CH2:12][C:11]=3[C:10]([C:18](O)=[O:19])=[N:9]2)[CH:3]=1.[Cl-].[NH4+:22], predict the reaction product. The product is: [I:1][C:2]1[CH:7]=[CH:6][N:5]=[C:4]([N:8]2[C:16]3[CH:15]4[CH2:14][CH:13]([CH2:17]4)[CH2:12][C:11]=3[C:10]([C:18]([NH2:22])=[O:19])=[N:9]2)[CH:3]=1. (3) Given the reactants [N:1]1([C:7]2[N:8]=[C:9]([CH2:14][C:15]([O-:17])=O)[NH:10][C:11](=[O:13])[CH:12]=2)[CH2:6][CH2:5][O:4][CH2:3][CH2:2]1.[Na+].[CH3:19][O:20][CH2:21][CH:22]1[CH2:30][C:29]2[C:24](=[CH:25][CH:26]=[CH:27][CH:28]=2)[NH:23]1.Cl.CN(C)CCCN=C=NCC, predict the reaction product. The product is: [CH3:19][O:20][CH2:21][CH:22]1[CH2:30][C:29]2[C:24](=[CH:25][CH:26]=[CH:27][CH:28]=2)[N:23]1[C:15](=[O:17])[CH2:14][C:9]1[NH:10][C:11](=[O:13])[CH:12]=[C:7]([N:1]2[CH2:2][CH2:3][O:4][CH2:5][CH2:6]2)[N:8]=1. (4) Given the reactants [C:1](OC(=O)C)(=[O:3])[CH3:2].[OH:8][C:9]([C:11]([F:14])([F:13])[F:12])=[O:10].[F:15][C:16]1[CH:42]=[C:41]([F:43])[CH:40]=[CH:39][C:17]=1[O:18][CH:19]1[CH2:24][CH2:23][N:22]([C:25]2[N:30]=[C:29]3[CH2:31][NH:32][CH2:33][CH2:34][C:28]3=[N:27][C:26]=2[NH:35][CH:36]([CH3:38])[CH3:37])[CH2:21][CH2:20]1.N1C=CC=CC=1, predict the reaction product. The product is: [F:15][C:16]1[CH:42]=[C:41]([F:43])[CH:40]=[CH:39][C:17]=1[O:18][CH:19]1[CH2:20][CH2:21][N:22]([C:25]2[N:30]=[C:29]3[CH2:31][N:32]([C:1](=[O:3])[CH3:2])[CH2:33][CH2:34][C:28]3=[N:27][C:26]=2[NH:35][CH:36]([CH3:38])[CH3:37])[CH2:23][CH2:24]1.[C:9]([OH:10])([C:11]([F:14])([F:13])[F:12])=[O:8].